Dataset: Catalyst prediction with 721,799 reactions and 888 catalyst types from USPTO. Task: Predict which catalyst facilitates the given reaction. Reactant: [H-].[Na+].[CH3:3][C:4]1[CH:11]=[N:10][CH:9]=[CH:8][C:5]=1[C:6]#[N:7].C[O:13][C:14](=O)[C:15]1[CH:20]=[CH:19][N:18]=[CH:17][CH:16]=1. Product: [O:13]=[C:14]([C:15]1[CH:20]=[CH:19][N:18]=[CH:17][CH:16]=1)[CH2:3][C:4]1[CH:11]=[N:10][CH:9]=[CH:8][C:5]=1[C:6]#[N:7]. The catalyst class is: 57.